Task: Predict the reactants needed to synthesize the given product.. Dataset: Full USPTO retrosynthesis dataset with 1.9M reactions from patents (1976-2016) Given the product [Br:15][C:11]1[CH:12]=[C:13]2[C:8](=[C:9]([CH3:16])[CH:10]=1)[NH:7][CH:6]=[CH:14]2, predict the reactants needed to synthesize it. The reactants are: C(OC([C:6]1[NH:7][C:8]2[C:13]([CH:14]=1)=[CH:12][C:11]([Br:15])=[CH:10][C:9]=2[CH3:16])=O)C.[OH-].[K+].